This data is from Forward reaction prediction with 1.9M reactions from USPTO patents (1976-2016). The task is: Predict the product of the given reaction. (1) Given the reactants [Cl:1][C:2]1[CH:22]=[C:21]([O:23][CH2:24][CH:25]=[C:26]([Cl:28])[Cl:27])[CH:20]=[C:19]([Cl:29])[C:3]=1[O:4][CH2:5][C:6](=[CH2:18])[CH2:7][O:8][C:9]1[CH:14]=[CH:13][C:12]([C:15](=O)[CH3:16])=[CH:11][CH:10]=1.Cl.[CH3:31][O:32][NH2:33].CO.C([O-])(=O)C.[Na+], predict the reaction product. The product is: [CH3:31][O:32][N:33]=[C:15]([C:12]1[CH:11]=[CH:10][C:9]([O:8][CH2:7][C:6]([CH2:5][O:4][C:3]2[C:2]([Cl:1])=[CH:22][C:21]([O:23][CH2:24][CH:25]=[C:26]([Cl:27])[Cl:28])=[CH:20][C:19]=2[Cl:29])=[CH2:18])=[CH:14][CH:13]=1)[CH3:16]. (2) Given the reactants O=C1C2C(=CC=CC=2)C(=O)[N:3]1[CH2:12][CH2:13][N:14]([C:37]1[CH:42]=[CH:41][C:40]([F:43])=[CH:39][CH:38]=1)[C:15]([N:17]1[CH2:26][CH2:25][C:24]2[C:19](=[CH:20][CH:21]=[CH:22][CH:23]=2)[C@H:18]1[C:27]1[CH:32]=[CH:31][C:30]([C:33]([F:36])([F:35])[F:34])=[CH:29][CH:28]=1)=[O:16].NN, predict the reaction product. The product is: [NH2:3][CH2:12][CH2:13][N:14]([C:37]1[CH:38]=[CH:39][C:40]([F:43])=[CH:41][CH:42]=1)[C:15]([N:17]1[CH2:26][CH2:25][C:24]2[C:19](=[CH:20][CH:21]=[CH:22][CH:23]=2)[C@H:18]1[C:27]1[CH:32]=[CH:31][C:30]([C:33]([F:35])([F:34])[F:36])=[CH:29][CH:28]=1)=[O:16].